Task: Binary Classification. Given a drug SMILES string, predict its activity (active/inactive) in a high-throughput screening assay against a specified biological target.. Dataset: Tyrosyl-DNA phosphodiesterase HTS with 341,365 compounds (1) The compound is Clc1cc(NC(=O)c2s\c(n(c(=O)c2)C)=N/C)ccc1. The result is 0 (inactive). (2) The result is 0 (inactive). The compound is Clc1c(C(=O)Nc2sc(c(n2)C)C(=O)N(C)C)ccc([N+]([O-])=O)c1. (3) The molecule is S(=O)(=O)(N1CCN(CC1)CC)c1cc(S(=O)(=O)N2CCOCC2)ccc1. The result is 0 (inactive).